This data is from NCI-60 drug combinations with 297,098 pairs across 59 cell lines. The task is: Regression. Given two drug SMILES strings and cell line genomic features, predict the synergy score measuring deviation from expected non-interaction effect. (1) Drug 1: CCC1=CC2CC(C3=C(CN(C2)C1)C4=CC=CC=C4N3)(C5=C(C=C6C(=C5)C78CCN9C7C(C=CC9)(C(C(C8N6C)(C(=O)OC)O)OC(=O)C)CC)OC)C(=O)OC.C(C(C(=O)O)O)(C(=O)O)O. Drug 2: CN(CC1=CN=C2C(=N1)C(=NC(=N2)N)N)C3=CC=C(C=C3)C(=O)NC(CCC(=O)O)C(=O)O. Cell line: MOLT-4. Synergy scores: CSS=79.3, Synergy_ZIP=0.988, Synergy_Bliss=2.81, Synergy_Loewe=-0.700, Synergy_HSA=3.72. (2) Drug 1: CC1OCC2C(O1)C(C(C(O2)OC3C4COC(=O)C4C(C5=CC6=C(C=C35)OCO6)C7=CC(=C(C(=C7)OC)O)OC)O)O. Drug 2: CN(C(=O)NC(C=O)C(C(C(CO)O)O)O)N=O. Cell line: HCT116. Synergy scores: CSS=50.3, Synergy_ZIP=-4.82, Synergy_Bliss=-4.69, Synergy_Loewe=-29.4, Synergy_HSA=-2.76. (3) Drug 1: CNC(=O)C1=CC=CC=C1SC2=CC3=C(C=C2)C(=NN3)C=CC4=CC=CC=N4. Drug 2: CC1=C2C(C(=O)C3(C(CC4C(C3C(C(C2(C)C)(CC1OC(=O)C(C(C5=CC=CC=C5)NC(=O)OC(C)(C)C)O)O)OC(=O)C6=CC=CC=C6)(CO4)OC(=O)C)O)C)O. Cell line: T-47D. Synergy scores: CSS=27.0, Synergy_ZIP=2.37, Synergy_Bliss=5.34, Synergy_Loewe=-21.9, Synergy_HSA=3.66.